Dataset: Merck oncology drug combination screen with 23,052 pairs across 39 cell lines. Task: Regression. Given two drug SMILES strings and cell line genomic features, predict the synergy score measuring deviation from expected non-interaction effect. (1) Drug 1: N#Cc1ccc(Cn2cncc2CN2CCN(c3cccc(Cl)c3)C(=O)C2)cc1. Drug 2: Cn1c(=O)n(-c2ccc(C(C)(C)C#N)cc2)c2c3cc(-c4cnc5ccccc5c4)ccc3ncc21. Cell line: A2780. Synergy scores: synergy=17.3. (2) Drug 1: COc1cccc2c1C(=O)c1c(O)c3c(c(O)c1C2=O)CC(O)(C(=O)CO)CC3OC1CC(N)C(O)C(C)O1. Drug 2: N#Cc1ccc(Cn2cncc2CN2CCN(c3cccc(Cl)c3)C(=O)C2)cc1. Cell line: LNCAP. Synergy scores: synergy=13.2. (3) Drug 1: CN1C(=O)C=CC2(C)C3CCC4(C)C(NC(=O)OCC(F)(F)F)CCC4C3CCC12. Drug 2: CC(=O)OC1C(=O)C2(C)C(O)CC3OCC3(OC(C)=O)C2C(OC(=O)c2ccccc2)C2(O)CC(OC(=O)C(O)C(NC(=O)c3ccccc3)c3ccccc3)C(C)=C1C2(C)C. Cell line: SW837. Synergy scores: synergy=3.80. (4) Drug 1: O=S1(=O)NC2(CN1CC(F)(F)F)C1CCC2Cc2cc(C=CCN3CCC(C(F)(F)F)CC3)ccc2C1. Drug 2: CCC1(O)C(=O)OCc2c1cc1n(c2=O)Cc2cc3c(CN(C)C)c(O)ccc3nc2-1. Cell line: HCT116. Synergy scores: synergy=19.4.